From a dataset of NCI-60 drug combinations with 297,098 pairs across 59 cell lines. Regression. Given two drug SMILES strings and cell line genomic features, predict the synergy score measuring deviation from expected non-interaction effect. (1) Drug 1: C1=NC2=C(N=C(N=C2N1C3C(C(C(O3)CO)O)F)Cl)N. Drug 2: CN(CCCl)CCCl.Cl. Cell line: OVCAR-8. Synergy scores: CSS=28.1, Synergy_ZIP=-3.55, Synergy_Bliss=-3.06, Synergy_Loewe=-9.96, Synergy_HSA=-2.63. (2) Drug 1: C1=CC(=CC=C1CCC2=CNC3=C2C(=O)NC(=N3)N)C(=O)NC(CCC(=O)O)C(=O)O. Drug 2: CC1C(C(CC(O1)OC2CC(CC3=C2C(=C4C(=C3O)C(=O)C5=C(C4=O)C(=CC=C5)OC)O)(C(=O)CO)O)N)O.Cl. Cell line: SF-268. Synergy scores: CSS=53.2, Synergy_ZIP=-2.21, Synergy_Bliss=-1.41, Synergy_Loewe=0.762, Synergy_HSA=6.44. (3) Drug 1: C1=C(C(=O)NC(=O)N1)F. Drug 2: CN(C)C1=NC(=NC(=N1)N(C)C)N(C)C. Cell line: COLO 205. Synergy scores: CSS=61.6, Synergy_ZIP=1.82, Synergy_Bliss=1.31, Synergy_Loewe=-6.34, Synergy_HSA=-1.53. (4) Drug 1: CNC(=O)C1=CC=CC=C1SC2=CC3=C(C=C2)C(=NN3)C=CC4=CC=CC=N4. Drug 2: CS(=O)(=O)CCNCC1=CC=C(O1)C2=CC3=C(C=C2)N=CN=C3NC4=CC(=C(C=C4)OCC5=CC(=CC=C5)F)Cl. Cell line: SK-OV-3. Synergy scores: CSS=14.3, Synergy_ZIP=-4.13, Synergy_Bliss=2.75, Synergy_Loewe=-4.88, Synergy_HSA=0.735. (5) Drug 1: CCCS(=O)(=O)NC1=C(C(=C(C=C1)F)C(=O)C2=CNC3=C2C=C(C=N3)C4=CC=C(C=C4)Cl)F. Drug 2: CC(C1=C(C=CC(=C1Cl)F)Cl)OC2=C(N=CC(=C2)C3=CN(N=C3)C4CCNCC4)N. Cell line: K-562. Synergy scores: CSS=-0.996, Synergy_ZIP=-0.463, Synergy_Bliss=-7.21, Synergy_Loewe=-53.3, Synergy_HSA=-8.88. (6) Drug 2: CCCS(=O)(=O)NC1=C(C(=C(C=C1)F)C(=O)C2=CNC3=C2C=C(C=N3)C4=CC=C(C=C4)Cl)F. Drug 1: CNC(=O)C1=CC=CC=C1SC2=CC3=C(C=C2)C(=NN3)C=CC4=CC=CC=N4. Cell line: NCI-H460. Synergy scores: CSS=-6.41, Synergy_ZIP=0.576, Synergy_Bliss=-1.55, Synergy_Loewe=-5.78, Synergy_HSA=-5.12. (7) Drug 1: CC1=C2C(C(=O)C3(C(CC4C(C3C(C(C2(C)C)(CC1OC(=O)C(C(C5=CC=CC=C5)NC(=O)OC(C)(C)C)O)O)OC(=O)C6=CC=CC=C6)(CO4)OC(=O)C)OC)C)OC. Drug 2: C1CN(CCN1C(=O)CCBr)C(=O)CCBr. Cell line: NCI-H226. Synergy scores: CSS=29.6, Synergy_ZIP=-2.10, Synergy_Bliss=-3.33, Synergy_Loewe=-1.77, Synergy_HSA=-0.345. (8) Synergy scores: CSS=-2.23, Synergy_ZIP=-0.966, Synergy_Bliss=-4.46, Synergy_Loewe=-6.94, Synergy_HSA=-5.42. Drug 1: CS(=O)(=O)CCNCC1=CC=C(O1)C2=CC3=C(C=C2)N=CN=C3NC4=CC(=C(C=C4)OCC5=CC(=CC=C5)F)Cl. Cell line: MDA-MB-435. Drug 2: COC1=C2C(=CC3=C1OC=C3)C=CC(=O)O2.